From a dataset of Full USPTO retrosynthesis dataset with 1.9M reactions from patents (1976-2016). Predict the reactants needed to synthesize the given product. (1) Given the product [CH3:3][C:2]([C:8]1[CH:13]=[C:12]([N:14]2[CH2:19][CH2:18][O:17][CH2:16][CH2:15]2)[N:11]=[C:10]([C:20]2[CH:21]=[CH:22][C:23]([NH:26][C:33](=[O:34])[O:35][C:36]3[CH:41]=[CH:40][CH:39]=[CH:38][CH:37]=3)=[CH:24][CH:25]=2)[N:9]=1)([S:4]([CH3:7])(=[O:5])=[O:6])[CH3:1], predict the reactants needed to synthesize it. The reactants are: [CH3:1][C:2]([C:8]1[CH:13]=[C:12]([N:14]2[CH2:19][CH2:18][O:17][CH2:16][CH2:15]2)[N:11]=[C:10]([C:20]2[CH:25]=[CH:24][C:23]([NH2:26])=[CH:22][CH:21]=2)[N:9]=1)([S:4]([CH3:7])(=[O:6])=[O:5])[CH3:3].C(=O)(O)[O-].[Na+].Cl[C:33]([O:35][C:36]1[CH:41]=[CH:40][CH:39]=[CH:38][CH:37]=1)=[O:34]. (2) Given the product [CH:40]12[N:39]([C:26]3[N:25]=[C:24]([N:11]4[C@@H:12]([CH2:15][O:16][Si:17]([C:20]([CH3:22])([CH3:23])[CH3:21])([CH3:19])[CH3:18])[CH2:13][CH2:14][C@H:10]4[CH2:9][O:8][Si:1]([C:4]([CH3:5])([CH3:6])[CH3:7])([CH3:3])[CH3:2])[N:29]=[C:28]([C:30]4[CH:35]=[CH:34][C:33]([NH2:36])=[CH:32][CH:31]=4)[N:27]=3)[CH:44]([CH2:45][CH2:46]1)[CH2:43][O:42][CH2:41]2, predict the reactants needed to synthesize it. The reactants are: [Si:1]([O:8][CH2:9][C@@H:10]1[CH2:14][CH2:13][C@H:12]([CH2:15][O:16][Si:17]([C:20]([CH3:23])([CH3:22])[CH3:21])([CH3:19])[CH3:18])[N:11]1[C:24]1[N:29]=[C:28]([C:30]2[CH:35]=[CH:34][C:33]([N+:36]([O-])=O)=[CH:32][CH:31]=2)[N:27]=[C:26]([N:39]2[CH:44]3[CH2:45][CH2:46][CH:40]2[CH2:41][O:42][CH2:43]3)[N:25]=1)([C:4]([CH3:7])([CH3:6])[CH3:5])([CH3:3])[CH3:2].[H][H]. (3) Given the product [Br:1][C:2]1[CH:3]=[CH:4][C:5]([Cl:9])=[C:6]([CH:7]=1)[O:8][C:17]1[CH:22]=[CH:21][C:20]([C:23]([F:26])([F:25])[F:24])=[CH:19][N:18]=1, predict the reactants needed to synthesize it. The reactants are: [Br:1][C:2]1[CH:3]=[CH:4][C:5]([Cl:9])=[C:6]([OH:8])[CH:7]=1.C(=O)([O-])[O-].[K+].[K+].Cl[C:17]1[CH:22]=[CH:21][C:20]([C:23]([F:26])([F:25])[F:24])=[CH:19][N:18]=1. (4) Given the product [CH2:10]([O:9][C:4]1[CH:3]=[C:2]([NH:17][C:18]2[CH:19]=[N:20][CH:21]=[CH:22][CH:23]=2)[CH:7]=[C:6]([Br:8])[CH:5]=1)[C:11]1[CH:16]=[CH:15][CH:14]=[CH:13][CH:12]=1, predict the reactants needed to synthesize it. The reactants are: Br[C:2]1[CH:3]=[C:4]([O:9][CH2:10][C:11]2[CH:16]=[CH:15][CH:14]=[CH:13][CH:12]=2)[CH:5]=[C:6]([Br:8])[CH:7]=1.[NH2:17][C:18]1[CH:19]=[N:20][CH:21]=[CH:22][CH:23]=1.CC(C)([O-])C.[Na+].CCOC(C)=O.CCCCCCC. (5) Given the product [CH3:1][O:2][C:3]1[CH:11]=[C:10]2[C:6]([C:7]([CH2:18][C:19]3[N:24]=[C:23]([C:25]#[N:27])[CH:22]=[CH:21][CH:20]=3)=[C:8]([C:12]3[CH:17]=[N:16][CH:15]=[N:14][CH:13]=3)[NH:9]2)=[CH:5][CH:4]=1, predict the reactants needed to synthesize it. The reactants are: [CH3:1][O:2][C:3]1[CH:11]=[C:10]2[C:6]([C:7]([CH2:18][C:19]3[N:24]=[C:23]([C:25]([NH2:27])=O)[CH:22]=[CH:21][CH:20]=3)=[C:8]([C:12]3[CH:13]=[N:14][CH:15]=[N:16][CH:17]=3)[NH:9]2)=[CH:5][CH:4]=1.P(Cl)(Cl)(Cl)=O.C(=O)([O-])O.[Na+].O. (6) Given the product [C:36]1([CH:33]2[CH2:34][O:43][C:32]2=[O:42])[CH:37]=[CH:38][CH:39]=[CH:40][CH:41]=1, predict the reactants needed to synthesize it. The reactants are: CCOC(/N=N/C(OCC)=O)=O.C1(P(C2C=CC=CC=2)C2C=CC=CC=2)C=CC=CC=1.[C:32]([OH:43])(=[O:42])[CH:33]([C:36]1[CH:41]=[CH:40][CH:39]=[CH:38][CH:37]=1)[CH2:34]O.